The task is: Predict the product of the given reaction.. This data is from Forward reaction prediction with 1.9M reactions from USPTO patents (1976-2016). (1) The product is: [OH:2][C:3]1[CH:4]=[CH:5][C:6]([NH:9][C:10]2[CH:11]=[CH:12][CH:13]=[C:14]3[C:19]=2[CH:18]=[C:17]([C:20]([O:22][CH3:23])=[O:21])[CH:16]=[CH:15]3)=[CH:7][CH:8]=1. Given the reactants C[O:2][C:3]1[CH:8]=[CH:7][C:6]([NH:9][C:10]2[CH:11]=[CH:12][CH:13]=[C:14]3[C:19]=2[CH:18]=[C:17]([C:20]([O:22][CH3:23])=[O:21])[CH:16]=[CH:15]3)=[CH:5][CH:4]=1.B(Br)(Br)Br, predict the reaction product. (2) Given the reactants Cl[CH2:2][CH2:3][CH2:4][O:5][C:6]1[C:14]2[C:9](=[N:10][CH:11]=[N:12][C:13]=2[NH:15][C:16]2[CH:21]=[CH:20][C:19]([O:22][CH2:23][C:24]3[CH:29]=[CH:28][CH:27]=[CH:26][N:25]=3)=[C:18]([Cl:30])[CH:17]=2)[NH:8][N:7]=1.[C:31]([N:34]1[CH2:39][CH2:38][NH:37][CH2:36][CH2:35]1)(=[O:33])[CH3:32], predict the reaction product. The product is: [C:31]([N:34]1[CH2:39][CH2:38][N:37]([CH2:2][CH2:3][CH2:4][O:5][C:6]2[C:14]3[C:9](=[N:10][CH:11]=[N:12][C:13]=3[NH:15][C:16]3[CH:21]=[CH:20][C:19]([O:22][CH2:23][C:24]4[CH:29]=[CH:28][CH:27]=[CH:26][N:25]=4)=[C:18]([Cl:30])[CH:17]=3)[NH:8][N:7]=2)[CH2:36][CH2:35]1)(=[O:33])[CH3:32]. (3) Given the reactants [H-].[Na+].[F:3][C:4]1[C:5]([O:11][C:12]2[CH:17]=[CH:16][CH:15]=[CH:14][C:13]=2[C:18](=[N:23][O:24][CH3:25])[C:19]([NH:21][CH3:22])=[O:20])=[N:6][CH:7]=[N:8][C:9]=1F.[CH3:26][C:27]1[CH:32]=[CH:31][CH:30]=[CH:29][C:28]=1[OH:33], predict the reaction product. The product is: [F:3][C:4]1[C:5]([O:11][C:12]2[CH:17]=[CH:16][CH:15]=[CH:14][C:13]=2[C:18](=[N:23][O:24][CH3:25])[C:19]([NH:21][CH3:22])=[O:20])=[N:6][CH:7]=[N:8][C:9]=1[O:33][C:28]1[CH:29]=[CH:30][CH:31]=[CH:32][C:27]=1[CH3:26]. (4) Given the reactants [CH2:1]([O:5][C:6]1[C:7]2[C:14](/[CH:15]=[CH:16]/[C:17](N)=[O:18])=[CH:13][NH:12][C:8]=2[N:9]=[CH:10][N:11]=1)[CH:2]([CH3:4])[CH3:3].[C:20](N)(=O)[CH:21]=C.C=CC(=O)CC, predict the reaction product. The product is: [CH2:1]([O:5][C:6]1[C:7]2[C:14](/[CH:15]=[CH:16]/[C:17](=[O:18])[CH2:20][CH3:21])=[CH:13][NH:12][C:8]=2[N:9]=[CH:10][N:11]=1)[CH:2]([CH3:4])[CH3:3]. (5) Given the reactants [O:1]=[C:2]([N:21]1[CH2:26][CH2:25][N:24]([C:27](=[O:38])[C:28]2[CH:33]=[CH:32][CH:31]=[CH:30][C:29]=2[C:34]([F:37])([F:36])[F:35])[CH2:23][CH2:22]1)[CH2:3][NH:4][C:5]([C:7]1[CH:11]=[C:10]([C:12]2[CH:17]=[CH:16][CH:15]=[CH:14][C:13]=2[N+:18]([O-])=O)[NH:9][N:8]=1)=[O:6].CO, predict the reaction product. The product is: [O:1]=[C:2]([N:21]1[CH2:22][CH2:23][N:24]([C:27](=[O:38])[C:28]2[CH:33]=[CH:32][CH:31]=[CH:30][C:29]=2[C:34]([F:35])([F:37])[F:36])[CH2:25][CH2:26]1)[CH2:3][NH:4][C:5]([C:7]1[CH:11]=[C:10]([C:12]2[CH:17]=[CH:16][CH:15]=[CH:14][C:13]=2[NH2:18])[NH:9][N:8]=1)=[O:6]. (6) Given the reactants [F:1][C:2]1[CH:21]=[CH:20][C:5]2[C:6]([C:9]3[CH:14]=[CH:13][C:12]([O:15][CH2:16][C@H:17]4[CH2:19][O:18]4)=[CH:11][CH:10]=3)=[N:7][O:8][C:4]=2[CH:3]=1.C[N:23]([CH3:26])C=O, predict the reaction product. The product is: [F:1][C:2]1[CH:21]=[CH:20][C:5]2[C:6]([C:9]3[CH:14]=[CH:13][C:12]([O:15][CH2:16][C@H:17]([OH:18])[CH2:19][NH:23][CH2:26][C:11]4[CH:10]=[CH:9][CH:14]=[CH:13][C:12]=4[O:15][CH3:16])=[CH:11][CH:10]=3)=[N:7][O:8][C:4]=2[CH:3]=1. (7) Given the reactants CO[C:3]1[CH:4]=[CH:5][C:6]2[N:10]=[N:9][N:8]([CH2:11][CH2:12][CH2:13][CH2:14]Cl)[C:7]=2[CH:16]=1.[F:17][C:18]([F:32])([F:31])[C:19]1[CH:20]=[C:21]([CH:25]2[CH2:30][CH2:29][NH:28][CH2:27][CH2:26]2)[CH:22]=[CH:23][CH:24]=1.C(N(C(C)C)CC)(C)C.[I-].[K+], predict the reaction product. The product is: [N:8]1([CH2:11][CH2:12][CH2:13][CH2:14][N:28]2[CH2:29][CH2:30][CH:25]([C:21]3[CH:22]=[CH:23][CH:24]=[C:19]([C:18]([F:17])([F:31])[F:32])[CH:20]=3)[CH2:26][CH2:27]2)[C:7]2[CH:16]=[CH:3][CH:4]=[CH:5][C:6]=2[N:10]=[N:9]1. (8) Given the reactants [NH2:1][C:2]1[CH:7]=[CH:6][CH:5]=[CH:4][C:3]=1[C:8]([C:10]1C=CC=CC=1N)=O.Cl.[NH2:18][OH:19], predict the reaction product. The product is: [NH2:1][C:2]1[CH:7]=[CH:6][CH:5]=[CH:4][C:3]=1/[C:8](=[N:18]/[OH:19])/[CH3:10]. (9) Given the reactants [CH2:1]([C:3]1[C:7]([CH2:8][C:9]2[CH:14]=[CH:13][C:12]([N:15]([CH3:20])[S:16]([CH3:19])(=[O:18])=[O:17])=[CH:11][CH:10]=2)=[C:6]([CH2:21][CH3:22])[N:5]([CH2:23][C@@H:24]([NH:26]C(=O)OC(C)(C)C)[CH3:25])[N:4]=1)[CH3:2].[ClH:34], predict the reaction product. The product is: [ClH:34].[ClH:34].[NH2:26][C@@H:24]([CH3:25])[CH2:23][N:5]1[C:6]([CH2:21][CH3:22])=[C:7]([CH2:8][C:9]2[CH:14]=[CH:13][C:12]([N:15]([CH3:20])[S:16]([CH3:19])(=[O:18])=[O:17])=[CH:11][CH:10]=2)[C:3]([CH2:1][CH3:2])=[N:4]1.